Dataset: Forward reaction prediction with 1.9M reactions from USPTO patents (1976-2016). Task: Predict the product of the given reaction. (1) Given the reactants I[C:2]1[CH:26]=[CH:25][C:5]2[C:6]3[CH:12]=[CH:11][C:10]([S:13]([NH:16][C@@H:17]([CH:22]([CH3:24])[CH3:23])[C:18]([O:20][CH3:21])=[O:19])(=[O:15])=[O:14])=[CH:9][C:7]=3[O:8][C:4]=2[CH:3]=1.[CH3:27][C:28]1[O:32][C:31](B2OC(C)(C)C(C)(C)O2)=[CH:30][CH:29]=1.C([O-])([O-])=O.[K+].[K+], predict the reaction product. The product is: [CH3:23][CH:22]([CH3:24])[C@H:17]([NH:16][S:13]([C:10]1[CH:11]=[CH:12][C:6]2[C:5]3[CH:25]=[CH:26][C:2]([C:31]4[O:32][C:28]([CH3:27])=[CH:29][CH:30]=4)=[CH:3][C:4]=3[O:8][C:7]=2[CH:9]=1)(=[O:14])=[O:15])[C:18]([O:20][CH3:21])=[O:19]. (2) Given the reactants [CH:1]1([N:7]2[CH2:13][C:12]([F:15])([F:14])[C:11](=[O:16])[N:10]([CH3:17])[C:9]3[CH:18]=[N:19][C:20]([NH:22][C:23]4[CH:31]=[CH:30][C:26]([C:27]([OH:29])=O)=[CH:25][C:24]=4[O:32][CH3:33])=[N:21][C:8]2=3)[CH2:6][CH2:5][CH2:4][CH2:3][CH2:2]1.CN(C(ON1N=[N:49][C:44]2C=[CH:46][CH:47]=[N:48][C:43]1=2)=[N+](C)C)C.F[P-](F)(F)(F)(F)F.C(N1CC[C@H](N)C1)(OC(C)(C)C)=O, predict the reaction product. The product is: [CH:1]1([N:7]2[CH2:13][C:12]([F:15])([F:14])[C:11](=[O:16])[N:10]([CH3:17])[C:9]3[CH:18]=[N:19][C:20]([NH:22][C:23]4[CH:31]=[CH:30][C:26]([C:27]([NH:49][C@H:44]5[CH2:46][CH2:47][NH:48][CH2:43]5)=[O:29])=[CH:25][C:24]=4[O:32][CH3:33])=[N:21][C:8]2=3)[CH2:2][CH2:3][CH2:4][CH2:5][CH2:6]1.